This data is from Ames mutagenicity test results for genotoxicity prediction. The task is: Regression/Classification. Given a drug SMILES string, predict its toxicity properties. Task type varies by dataset: regression for continuous values (e.g., LD50, hERG inhibition percentage) or binary classification for toxic/non-toxic outcomes (e.g., AMES mutagenicity, cardiotoxicity, hepatotoxicity). Dataset: ames. (1) The compound is COC[C@H](O)Cn1ccnc1[N+](=O)[O-]. The result is 1 (mutagenic). (2) The molecule is O=C(c1ccccc1)[C@H]1O[C@@H]1c1ccccc1. The result is 1 (mutagenic). (3) The compound is NC(=O)N(CCCC(=O)O)N=O. The result is 1 (mutagenic). (4) The molecule is CCCCCCCC/C=C/CCCCCCCC(=O)OCCOCC1(OCCOC)OCC(OCCOC)C1OCCOC. The result is 0 (non-mutagenic). (5) The compound is CC1(C)CCCC2(C)C1CCC1(C)C(C=O)C(C=O)=CCC12. The result is 0 (non-mutagenic).